From a dataset of Forward reaction prediction with 1.9M reactions from USPTO patents (1976-2016). Predict the product of the given reaction. (1) Given the reactants [NH2:1][C:2]1[CH:7]=[CH:6][CH:5]=[C:4]([CH3:8])[CH:3]=1.[C:9](OC(=O)C)(=[O:11])[CH3:10], predict the reaction product. The product is: [C:9]([NH:1][C:2]1[CH:7]=[CH:6][CH:5]=[C:4]([CH3:8])[CH:3]=1)(=[O:11])[CH3:10]. (2) The product is: [CH2:16]([C:11]1([CH2:1][CH2:2][CH2:3][CH2:4][CH2:5][CH2:6][CH2:7][CH2:8][CH2:9][CH3:10])[CH2:12][CH2:13][CH2:14][CH2:15]1)[CH2:17][CH2:18][CH2:19][CH2:20][CH2:21][CH2:22][CH2:23][CH2:24][CH3:25]. Given the reactants [CH2:1]([C:11]1([CH2:16][CH2:17][CH2:18][CH2:19][CH2:20][CH2:21][CH2:22][CH2:23][CH2:24][CH3:25])[CH:15]=[CH:14][CH:13]=[CH:12]1)[CH2:2][CH2:3][CH2:4][CH2:5][CH2:6][CH2:7][CH2:8][CH2:9][CH3:10].C(O)CCCCCCCCCO.[OH-].[K+].COCCOCCOCCOC, predict the reaction product. (3) Given the reactants [Cl:1][C:2]1[CH:7]=[CH:6][C:5]([NH:8][C:9]2[CH:17]=[C:16]([C:18](O)=[O:19])[C:15]([NH:21][C:22]3[CH:27]=[CH:26][C:25]([Cl:28])=[CH:24][CH:23]=3)=[CH:14][C:10]=2[C:11](O)=[O:12])=[CH:4][CH:3]=1, predict the reaction product. The product is: [CH:3]1[C:2]([Cl:1])=[CH:7][C:6]2[C:11]([C:10]3[C:9]([NH:8][C:5]=2[CH:4]=1)=[CH:17][C:16]1[C:18]([C:27]2[CH:26]=[C:25]([Cl:28])[CH:24]=[CH:23][C:22]=2[NH:21][C:15]=1[CH:14]=3)=[O:19])=[O:12]. (4) Given the reactants [C:1]([C:3]1[CH:4]=[C:5]([NH:9][C:10]2[CH2:14][CH2:13][C:12](=[O:15])[C:11]=2[CH3:16])[CH:6]=[CH:7][CH:8]=1)#[CH:2].[N:17]([C:20]1[CH:25]=[CH:24][CH:23]=[CH:22][CH:21]=1)=[N+:18]=[N-:19].O=C1O[C@H]([C@H](CO)O)C([O-])=C1O.[Na+], predict the reaction product. The product is: [CH3:16][C:11]1[C:12](=[O:15])[CH2:13][CH2:14][C:10]=1[NH:9][C:5]1[CH:6]=[CH:7][CH:8]=[C:3]([C:1]2[N:19]=[N:18][N:17]([C:20]3[CH:25]=[CH:24][CH:23]=[CH:22][CH:21]=3)[CH:2]=2)[CH:4]=1. (5) Given the reactants [CH:1]1([CH2:4][N:5]2[C:9]3[CH:10]=[CH:11][C:12]([C:18]4[CH:23]=[CH:22][C:21]([CH2:24][NH2:25])=[CH:20][CH:19]=4)=[C:13]([C:14]([F:17])([F:16])[F:15])[C:8]=3[N:7]=[N:6]2)[CH2:3][CH2:2]1.[C:26](O)(=[O:30])[C@H:27]([CH3:29])[OH:28].C(N(CC)C(C)C)(C)C.F[B-](F)(F)F.N1(O[P+](N2CCCC2)(N2CCCC2)N2CCCC2)C2C=CC=CC=2N=N1, predict the reaction product. The product is: [CH:1]1([CH2:4][N:5]2[C:9]3[CH:10]=[CH:11][C:12]([C:18]4[CH:19]=[CH:20][C:21]([CH2:24][NH:25][C:26](=[O:30])[C@@H:27]([OH:28])[CH3:29])=[CH:22][CH:23]=4)=[C:13]([C:14]([F:17])([F:16])[F:15])[C:8]=3[N:7]=[N:6]2)[CH2:3][CH2:2]1.